This data is from Experimentally validated miRNA-target interactions with 360,000+ pairs, plus equal number of negative samples. The task is: Binary Classification. Given a miRNA mature sequence and a target amino acid sequence, predict their likelihood of interaction. (1) The miRNA is hsa-miR-5194 with sequence UGAGGGGUUUGGAAUGGGAUGG. The protein sequence of the target gene is MSLALRSELVVDKTKRKKRRELSEEQKQEIKDAFELFDTDKDEAIDYHELKVAMRALGFDVKKADVLKILKDYDREATGKITFEDFNEVVTDWILERDPHEEILKAFKLFDDDDSGKISLRNLRRVARELGENMSDEELRAMIEEFDKDGDGEINQEEFIAIMTGDI. Result: 0 (no interaction). (2) The miRNA is mmu-miR-129-5p with sequence CUUUUUGCGGUCUGGGCUUGC. The protein sequence of the target gene is MLFSWREDPGAQCLLLSLLLLAASEVGSGQLHYSVSEEAKHGTFVGRIAQDLGLELAELVPRLFRVASKRHGDLLEVNLQNGILFVNSRIDREELCGRSAECSIHLEVIVDRPLQVFHVEVEVKDINDNAPVFPMAVKNLFISESRQPGSRFSLEGASDADIGTNSLLTYSLDSTEYFTLDVKRNDEEIKSLGLVLKKNLNREDTPKHYLLITAIDGGKPELTGTTQLKITVLDVNDNAPAFERTIYKVRLLENAPNGTLVVTVNATDLDEGVNKDIAYSFNTDMSADILSKFHLDPVNG.... Result: 0 (no interaction).